Dataset: Forward reaction prediction with 1.9M reactions from USPTO patents (1976-2016). Task: Predict the product of the given reaction. (1) Given the reactants F[C:2]1[C:3]([CH3:22])=[N:4][C:5]2[C:10]([N:11]=1)=[C:9]([C:12]1[NH:20][C:19]3[CH2:18][CH2:17][NH:16][C:15](=[O:21])[C:14]=3[CH:13]=1)[CH:8]=[CH:7][CH:6]=2.[CH2:23]([NH2:26])[CH2:24][CH3:25], predict the reaction product. The product is: [CH3:22][C:3]1[C:2]([NH:26][CH2:23][CH2:24][CH3:25])=[N:11][C:10]2[C:5](=[CH:6][CH:7]=[CH:8][C:9]=2[C:12]2[NH:20][C:19]3[CH2:18][CH2:17][NH:16][C:15](=[O:21])[C:14]=3[CH:13]=2)[N:4]=1. (2) Given the reactants CC1C=C([N+]([O-])=O)C(C)=CC=1C(=O)C=C(N(C)C)C.NN.[CH3:22][C:23]1[CH:28]=[C:27]([N+:29]([O-])=O)[C:26]([CH3:32])=[CH:25][C:24]=1[C:33]1[NH:37][N:36]=[C:35]([CH3:38])[CH:34]=1, predict the reaction product. The product is: [CH3:32][C:26]1[CH:25]=[C:24]([C:33]2[NH:37][N:36]=[C:35]([CH3:38])[CH:34]=2)[C:23]([CH3:22])=[CH:28][C:27]=1[NH2:29].